This data is from Full USPTO retrosynthesis dataset with 1.9M reactions from patents (1976-2016). The task is: Predict the reactants needed to synthesize the given product. (1) Given the product [CH3:18][O:17][C:13]1[CH:12]=[C:11]([CH:16]=[CH:15][CH:14]=1)[CH2:10][N:8]([CH3:9])[C:4]1[CH:3]=[C:2]([C:24]2[CH:25]=[C:20]([OH:19])[CH:21]=[CH:22][CH:23]=2)[CH:7]=[N:6][CH:5]=1, predict the reactants needed to synthesize it. The reactants are: Br[C:2]1[CH:3]=[C:4]([N:8]([CH2:10][C:11]2[CH:16]=[CH:15][CH:14]=[C:13]([O:17][CH3:18])[CH:12]=2)[CH3:9])[CH:5]=[N:6][CH:7]=1.[OH:19][C:20]1[CH:21]=[C:22](B(O)O)[CH:23]=[CH:24][CH:25]=1.C([O-])(O)=O.[Na+].C1(P(C2C=CC=CC=2)C2C=CC=CC=2)C=CC=CC=1. (2) Given the product [CH3:1][C:2]1[CH:15]=[N:14][C:5]2[NH:6][C:7]3[CH2:8][CH2:9][CH:10]([Br:16])[C:11](=[O:13])[C:12]=3[C:4]=2[CH:3]=1, predict the reactants needed to synthesize it. The reactants are: [CH3:1][C:2]1[CH:15]=[N:14][C:5]2[NH:6][C:7]3[CH2:8][CH2:9][CH2:10][C:11](=[O:13])[C:12]=3[C:4]=2[CH:3]=1.[Br-:16].[Br-].[Br-].C([N+](CCCC)(CCCC)CCCC)CCC.C([N+](CCCC)(CCCC)CCCC)CCC.C([N+](CCCC)(CCCC)CCCC)CCC.CN(C)C=O. (3) The reactants are: [CH3:1][C:2]1[CH:3]=[CH:4][C:5]([N+:10]([O-])=O)=[C:6]([O:8][CH3:9])[CH:7]=1.[H][H]. Given the product [CH3:9][O:8][C:6]1[CH:7]=[C:2]([CH3:1])[CH:3]=[CH:4][C:5]=1[NH2:10], predict the reactants needed to synthesize it.